This data is from Catalyst prediction with 721,799 reactions and 888 catalyst types from USPTO. The task is: Predict which catalyst facilitates the given reaction. (1) Reactant: [O:1]=[C:2]1[CH2:6][CH:5]([C:7]([OH:9])=[O:8])[CH2:4][N:3]1[C@@H:10]([C:12]1[CH:17]=[CH:16][CH:15]=[CH:14][CH:13]=1)[CH3:11]. Product: [O:1]=[C:2]1[CH2:6][CH:5]([C:7]([O:9][C:5]([CH3:7])([CH3:6])[CH3:4])=[O:8])[CH2:4][N:3]1[C@@H:10]([C:12]1[CH:13]=[CH:14][CH:15]=[CH:16][CH:17]=1)[CH3:11]. The catalyst class is: 4. (2) Reactant: C[O:2][C:3]([C:5]1[C:10]([CH:11]2[CH2:16][CH2:15][N:14]([C:17]([O:19][C:20]([CH3:23])([CH3:22])[CH3:21])=[O:18])[CH2:13][CH2:12]2)=[CH:9][CH:8]=[CH:7][N:6]=1)=O.[BH4-].[Na+].CO. Product: [C:20]([O:19][C:17]([N:14]1[CH2:15][CH2:16][CH:11]([C:10]2[C:5]([CH2:3][OH:2])=[N:6][CH:7]=[CH:8][CH:9]=2)[CH2:12][CH2:13]1)=[O:18])([CH3:23])([CH3:21])[CH3:22]. The catalyst class is: 49. (3) Reactant: [H-].[Na+].Br[C:4]1[CH:5]=[C:6]([C:15]2[CH:20]=[CH:19][C:18]([C:21]([F:24])([F:23])[F:22])=[CH:17][CH:16]=2)[CH:7]=[C:8]2[C:13]=1[NH:12][C:11](=[O:14])[CH2:10][CH2:9]2.C([Li])CCC.[C:30](=[O:32])=[O:31]. Product: [O:14]=[C:11]1[CH2:10][CH2:9][C:8]2[C:13](=[C:4]([C:30]([OH:32])=[O:31])[CH:5]=[C:6]([C:15]3[CH:20]=[CH:19][C:18]([C:21]([F:24])([F:23])[F:22])=[CH:17][CH:16]=3)[CH:7]=2)[NH:12]1. The catalyst class is: 30. (4) Reactant: C(N(CC)CC)C.[CH3:8][C:9]1[CH:14]=[CH:13][CH:12]=[C:11]([CH3:15])[C:10]=1[N:16]=[C:17]=[O:18].[NH2:19][C:20]1[CH:28]=[CH:27][C:26]([CH3:29])=[CH:25][C:21]=1[C:22]([OH:24])=[O:23].Cl. Product: [CH3:15][C:11]1[CH:12]=[CH:13][CH:14]=[C:9]([CH3:8])[C:10]=1[NH:16][C:17]([NH:19][C:20]1[CH:28]=[CH:27][C:26]([CH3:29])=[CH:25][C:21]=1[C:22]([OH:24])=[O:23])=[O:18]. The catalyst class is: 18.